This data is from hERG Central: cardiac toxicity at 1µM, 10µM, and general inhibition. The task is: Predict hERG channel inhibition at various concentrations. (1) The drug is CC(C)(C)c1ccc(OCCCN2CCCC2)cc1. Results: hERG_inhib (hERG inhibition (general)): blocker. (2) The compound is CCC(C)NS(=O)(=O)c1ccc(F)c(C(=O)Nc2c(F)cc(F)cc2Br)c1. Results: hERG_inhib (hERG inhibition (general)): blocker. (3) The drug is O=C(NC1CC1)c1ccc2c(Cl)c3c(nc2c1)CCCC3. Results: hERG_inhib (hERG inhibition (general)): blocker. (4) The molecule is Nc1c2c(nc3sc4c(c13)CCCC4)CCCC2. Results: hERG_inhib (hERG inhibition (general)): blocker. (5) The drug is Cl.O=C(CCCN1CCC(O)(c2cccc(C(F)(F)F)c2)CC1)c1ccc(F)cc1. Results: hERG_inhib (hERG inhibition (general)): blocker. (6) The drug is CCCNC(=O)c1ccc(N2CC3CC(C2)c2cccc(=O)n2C3)c(NC(=O)Nc2ccc(CC)cc2)c1. Results: hERG_inhib (hERG inhibition (general)): blocker. (7) Results: hERG_inhib (hERG inhibition (general)): blocker. The molecule is COc1ccccc1CNC(=O)C/C(C)=N/NC(=O)COc1ccc(C)cc1Br. (8) The molecule is O=C(c1cccc(C(F)(F)F)c1)C1CCCN(Cc2cccn2-c2ncccn2)C1. Results: hERG_inhib (hERG inhibition (general)): blocker. (9) The drug is Cc1cc(Nc2cccc([N+](=O)[O-])c2)c2ccccc2n1. Results: hERG_inhib (hERG inhibition (general)): blocker.